The task is: Predict the reactants needed to synthesize the given product.. This data is from Full USPTO retrosynthesis dataset with 1.9M reactions from patents (1976-2016). Given the product [NH2:7][C:8]1([C:12]2[CH:13]=[CH:14][C:15]([C:18]3[C:19]([C:33]4[CH:34]=[CH:35][CH:36]=[CH:37][CH:38]=4)=[CH:20][C:21]4[N:26]([CH2:27][CH2:28][C:29]#[N:30])[C:25](=[O:31])[CH2:24][O:23][C:22]=4[N:32]=3)=[CH:16][CH:17]=2)[CH2:11][CH2:10][CH2:9]1, predict the reactants needed to synthesize it. The reactants are: C(OC(=O)[NH:7][C:8]1([C:12]2[CH:17]=[CH:16][C:15]([C:18]3[C:19]([C:33]4[CH:38]=[CH:37][CH:36]=[CH:35][CH:34]=4)=[CH:20][C:21]4[N:26]([CH2:27][CH2:28][C:29]#[N:30])[C:25](=[O:31])[CH2:24][O:23][C:22]=4[N:32]=3)=[CH:14][CH:13]=2)[CH2:11][CH2:10][CH2:9]1)(C)(C)C.